From a dataset of Catalyst prediction with 721,799 reactions and 888 catalyst types from USPTO. Predict which catalyst facilitates the given reaction. (1) Reactant: [NH2:1][C:2]([C:4]1[S:8][C:7]([C:9]2[CH:10]=[C:11]3[C:16](=[CH:17][CH:18]=2)[C:15](=[O:19])[N:14]([CH2:20][CH:21]([CH3:23])[CH3:22])[C:13]([CH2:24][NH:25][C:26](=[O:32])[O:27][C:28]([CH3:31])([CH3:30])[CH3:29])=[C:12]3[O:33][CH2:34][CH2:35][CH2:36][CH3:37])=[N:6][C:5]=1[CH3:38])=O.N1C(Cl)=NC(Cl)=NC=1Cl.CN(C)C=O. Product: [CH2:34]([O:33][C:12]1[C:11]2[C:16](=[CH:17][CH:18]=[C:9]([C:7]3[S:8][C:4]([C:2]#[N:1])=[C:5]([CH3:38])[N:6]=3)[CH:10]=2)[C:15](=[O:19])[N:14]([CH2:20][CH:21]([CH3:23])[CH3:22])[C:13]=1[CH2:24][NH:25][C:26](=[O:32])[O:27][C:28]([CH3:30])([CH3:29])[CH3:31])[CH2:35][CH2:36][CH3:37]. The catalyst class is: 6. (2) Product: [F:17][C:18]1[CH:23]=[CH:22][C:21]([NH:24][C:25]2[N:3]3[CH:4]=[CH:5][N:6]=[CH:7][C:2]3=[N:1][C:13]=2[C:12]2[CH:15]=[CH:16][C:9]([F:8])=[CH:10][CH:11]=2)=[CH:20][CH:19]=1. Reactant: [NH2:1][C:2]1[CH:7]=[N:6][CH:5]=[CH:4][N:3]=1.[F:8][C:9]1[CH:16]=[CH:15][C:12]([CH:13]=O)=[CH:11][CH:10]=1.[F:17][C:18]1[CH:23]=[CH:22][C:21]([N+:24]#[C-:25])=[CH:20][CH:19]=1. The catalyst class is: 5. (3) Reactant: C(O[C:4](=[O:26])/[C:5](/[C:24]#[N:25])=[CH:6]/[NH:7][C:8]1[CH:13]=[CH:12][C:11]([O:14][CH3:15])=[C:10]([O:16][CH2:17][C:18]2[CH:23]=[CH:22][CH:21]=[CH:20][CH:19]=2)[CH:9]=1)C.C1C=CC(C2C=CC=CC=2)=CC=1.C1C=CC(OC2C=CC=CC=2)=CC=1. Product: [CH2:17]([O:16][C:10]1[CH:9]=[C:8]2[C:13]([C:4](=[O:26])[C:5]([C:24]#[N:25])=[CH:6][NH:7]2)=[CH:12][C:11]=1[O:14][CH3:15])[C:18]1[CH:19]=[CH:20][CH:21]=[CH:22][CH:23]=1. The catalyst class is: 194.